Dataset: Reaction yield outcomes from USPTO patents with 853,638 reactions. Task: Predict the reaction yield, written as a fraction of the theoretical maximum amount of product (1.0 means a 100% yield; for example, 0.34 means a 34% yield). The reactants are Br[C:2]1[CH:11]=[C:10]2[C:5]([C:6](=[O:24])[C:7]([C:19]([O:21][CH2:22][CH3:23])=[O:20])=[CH:8][N:9]2[CH2:12][C:13]2[N:17]=[C:16]([CH3:18])[O:15][N:14]=2)=[CH:4][CH:3]=1.[CH2:25]([NH:27][C:28]([NH:30][C:31]1[CH:36]=[C:35]([C:37]2[S:38][CH:39]=[C:40]([C:42]([F:45])([F:44])[F:43])[N:41]=2)[C:34](B2OC(C)(C)C(C)(C)O2)=[CH:33][N:32]=1)=[O:29])[CH3:26].C(=O)([O-])[O-].[Cs+].[Cs+].O. The catalyst is O1CCOCC1.O.CO.ClCCl. The product is [CH2:25]([NH:27][C:28]([NH:30][C:31]1[N:32]=[CH:33][C:34]([C:2]2[CH:11]=[C:10]3[C:5]([C:6](=[O:24])[C:7]([C:19]([O:21][CH2:22][CH3:23])=[O:20])=[CH:8][N:9]3[CH2:12][C:13]3[N:17]=[C:16]([CH3:18])[O:15][N:14]=3)=[CH:4][CH:3]=2)=[C:35]([C:37]2[S:38][CH:39]=[C:40]([C:42]([F:44])([F:45])[F:43])[N:41]=2)[CH:36]=1)=[O:29])[CH3:26]. The yield is 0.333.